Dataset: Catalyst prediction with 721,799 reactions and 888 catalyst types from USPTO. Task: Predict which catalyst facilitates the given reaction. (1) Reactant: O=C(C1(C(F)(F)F)CC1)CC#[N:5].[C:13](=[N:26][NH:27][C:28]1[CH:29]=[N:30][C:31]([CH3:34])=[CH:32][CH:33]=1)([C:20]1[CH:25]=CC=[CH:22][CH:21]=1)[C:14]1[CH:19]=CC=CC=1.C1(C)C=CC(S(O)(=O)=O)=CC=1. Product: [CH3:25][C:20]1([C:13]2[CH:14]=[C:19]([NH2:5])[N:27]([C:28]3[CH:29]=[N:30][C:31]([CH3:34])=[CH:32][CH:33]=3)[N:26]=2)[CH2:21][CH2:22]1. The catalyst class is: 8. (2) Reactant: [CH3:1][O:2][CH2:3][CH2:4][NH2:5].C(N(CC)C(C)C)(C)C.[CH3:15][S:16](Cl)(=[O:18])=[O:17]. Product: [CH3:1][O:2][CH2:3][CH2:4][NH:5][S:16]([CH3:15])(=[O:18])=[O:17]. The catalyst class is: 2. (3) Reactant: [Cl:1][C:2]1[CH:3]=[C:4]([N:10]2[C:14]3[C:15](=[O:23])[O:16][C:17]([CH3:22])([C:19](O)=[O:20])[CH2:18][C:13]=3[N:12]=[CH:11]2)[CH:5]=[CH:6][C:7]=1[C:8]#[N:9].[CH3:24][N:25](C(ON1N=NC2C=CC=CC1=2)=[N+](C)C)[CH3:26].[B-](F)(F)(F)F.Cl.CNC.CCN(C(C)C)C(C)C. Product: [CH3:24][N:25]([CH3:26])[C:19]([C:17]1([CH3:22])[O:16][C:15](=[O:23])[C:14]2[N:10]([C:4]3[CH:5]=[CH:6][C:7]([C:8]#[N:9])=[C:2]([Cl:1])[CH:3]=3)[CH:11]=[N:12][C:13]=2[CH2:18]1)=[O:20]. The catalyst class is: 31. (4) Reactant: [Cl:1][C:2]1[CH:30]=[CH:29][C:5]([CH2:6][N:7]2[C:12]([NH:13][C:14]3[CH:19]=[CH:18][C:17]([C:20]([O:22]C)=[O:21])=[CH:16][CH:15]=3)=[N:11][C:10](=[O:24])[N:9]([CH:25]([CH3:27])[CH3:26])[C:8]2=[O:28])=[CH:4][CH:3]=1.CO.[OH-].[Li+].Cl. Product: [Cl:1][C:2]1[CH:3]=[CH:4][C:5]([CH2:6][N:7]2[C:12]([NH:13][C:14]3[CH:15]=[CH:16][C:17]([C:20]([OH:22])=[O:21])=[CH:18][CH:19]=3)=[N:11][C:10](=[O:24])[N:9]([CH:25]([CH3:26])[CH3:27])[C:8]2=[O:28])=[CH:29][CH:30]=1. The catalyst class is: 6. (5) The catalyst class is: 56. Product: [CH2:19]([O:18][C:17]([C:2]1[CH:6]=[C:5]([C:7]([CH3:10])([CH3:9])[CH3:8])[NH:4][C:3]=1[C:11]([O:13][CH3:14])=[O:12])=[O:26])[C:20]1[CH:25]=[CH:24][CH:23]=[CH:22][CH:21]=1. Reactant: N[C:2]1[CH:6]=[C:5]([C:7]([CH3:10])([CH3:9])[CH3:8])[NH:4][C:3]=1[C:11]([O:13][CH3:14])=[O:12].[H-].[Na+].[C:17](Cl)(=[O:26])[O:18][CH2:19][C:20]1[CH:25]=[CH:24][CH:23]=[CH:22][CH:21]=1. (6) Reactant: [C:1]([C:5]1[CH:6]=[C:7](B(OC)OC)[CH:8]=[C:9]([C:11]([CH3:14])([CH3:13])[CH3:12])[CH:10]=1)([CH3:4])([CH3:3])[CH3:2].[Br:20][C:21]1[CH:26]=[CH:25][CH:24]=[C:23](Br)[N:22]=1.C(=O)([O-])[O-].[Na+].[Na+]. Product: [Br:20][C:21]1[CH:26]=[CH:25][CH:24]=[C:23]([C:7]2[CH:6]=[C:5]([C:1]([CH3:4])([CH3:3])[CH3:2])[CH:10]=[C:9]([C:11]([CH3:14])([CH3:13])[CH3:12])[CH:8]=2)[N:22]=1. The catalyst class is: 564. (7) Reactant: Cl.[F:2][C:3]1[CH:4]=[CH:5][C:6]2[N:15]=[C:14]([NH2:16])[C:13]3[CH:12]=[C:11]([CH3:17])[S:10][C:9]=3[NH:8][C:7]=2[CH:18]=1.[NH:19]1[CH2:24][CH2:23]N[CH2:21][C@@H:20]1[CH2:25][CH2:26][OH:27].C(N(C(C)C)CC)(C)C.CS(C)=O. Product: [NH3:8].[CH3:26][OH:27].[F:2][C:3]1[CH:4]=[CH:5][C:6]2[N:15]=[C:14]([N:16]3[CH2:23][CH2:24][NH:19][C@@H:20]([CH2:25][CH2:26][OH:27])[CH2:21]3)[C:13]3[CH:12]=[C:11]([CH3:17])[S:10][C:9]=3[NH:8][C:7]=2[CH:18]=1. The catalyst class is: 802. (8) Product: [C:1]1([C:7]2[C:15]3[C:10](=[N:11][CH:12]=[C:13]([N:16]4[CH2:17][CH:18]([NH:20][C:21](=[O:24])[CH:22]=[CH2:23])[CH2:19]4)[CH:14]=3)[NH:9][CH:8]=2)[CH:2]=[CH:3][CH:4]=[CH:5][CH:6]=1. The catalyst class is: 12. Reactant: [C:1]1([C:7]2[C:15]3[C:10](=[N:11][CH:12]=[C:13]([N:16]4[CH2:19][CH:18]([NH:20][C:21](=[O:24])[CH:22]=[CH2:23])[CH2:17]4)[CH:14]=3)[N:9](S(C3C=CC(C)=CC=3)(=O)=O)[CH:8]=2)[CH:6]=[CH:5][CH:4]=[CH:3][CH:2]=1.[OH-].[Li+]. (9) Reactant: [CH3:1][N:2]1[CH2:9][C@@H:8]2[C@@H:4]([N:5]([C:10]3[CH:15]=[CH:14][C:13]([C:16]4[CH:21]=[CH:20][C:19]([N:22]5[C:27](=[O:28])[CH:26]=[CH:25][CH:24]=[N:23]5)=[CH:18][CH:17]=4)=[CH:12][CH:11]=3)[CH2:6][CH2:7]2)[CH2:3]1.[OH:29]O. Product: [CH3:1][N@@+:2]1([O-:29])[CH2:9][C@@H:8]2[C@@H:4]([N:5]([C:10]3[CH:15]=[CH:14][C:13]([C:16]4[CH:21]=[CH:20][C:19]([N:22]5[C:27](=[O:28])[CH:26]=[CH:25][CH:24]=[N:23]5)=[CH:18][CH:17]=4)=[CH:12][CH:11]=3)[CH2:6][CH2:7]2)[CH2:3]1. The catalyst class is: 61. (10) Reactant: [CH:1]12[CH2:10][CH:5]3[CH2:6][CH:7]([CH2:9][CH:3]([CH2:4]3)[CH:2]1[NH:11][C:12]([N:14]1[CH2:19][CH2:18][C:17]3([C:27]4[C:22](=[CH:23][CH:24]=[CH:25][CH:26]=4)[CH:21]([CH2:28][C:29]([O:31]C)=[O:30])[CH2:20]3)[CH2:16][CH2:15]1)=[O:13])[CH2:8]2.C1COCC1.CO.O[Li].O. Product: [CH:1]12[CH2:10][CH:5]3[CH2:6][CH:7]([CH2:9][CH:3]([CH2:4]3)[CH:2]1[NH:11][C:12]([N:14]1[CH2:15][CH2:16][C:17]3([C:27]4[C:22](=[CH:23][CH:24]=[CH:25][CH:26]=4)[CH:21]([CH2:28][C:29]([OH:31])=[O:30])[CH2:20]3)[CH2:18][CH2:19]1)=[O:13])[CH2:8]2. The catalyst class is: 223.